Dataset: Forward reaction prediction with 1.9M reactions from USPTO patents (1976-2016). Task: Predict the product of the given reaction. (1) Given the reactants [CH2:1]([O:8][C:9]1[C:17]([C:18](=O)[CH2:19][CH2:20][CH3:21])=[CH:16][CH:15]=[C:14]2[C:10]=1[CH:11]=[CH:12][N:13]2[CH3:23])[C:2]1[CH:7]=[CH:6][CH:5]=[CH:4][CH:3]=1.[C:24]([NH2:28])([CH3:27])([CH3:26])[CH3:25], predict the reaction product. The product is: [CH2:1]([O:8][C:9]1[C:17]([C:18](=[N:28][C:24]([CH3:27])([CH3:26])[CH3:25])[CH2:19][CH2:20][CH3:21])=[CH:16][CH:15]=[C:14]2[C:10]=1[CH:11]=[CH:12][N:13]2[CH3:23])[C:2]1[CH:7]=[CH:6][CH:5]=[CH:4][CH:3]=1. (2) Given the reactants [Na].[CH3:2]CN(C(C)C)C(C)C.[OH:11][C:12]([C:14]([F:17])([F:16])[F:15])=[O:13].[Cl:18][C:19]1[CH:20]=[CH:21][C:22]([F:47])=[C:23]([C:25]([CH:27]2[CH2:32][CH2:31][N:30]([C:33]3[N:38]=[C:37]4[CH2:39][NH:40][CH2:41][CH2:42][C:36]4=[N:35][C:34]=3[NH:43][CH:44]([CH3:46])[CH3:45])[CH2:29][CH2:28]2)=[O:26])[CH:24]=1.C=O, predict the reaction product. The product is: [Cl:18][C:19]1[CH:20]=[CH:21][C:22]([F:47])=[C:23]([C:25]([CH:27]2[CH2:32][CH2:31][N:30]([C:33]3[N:38]=[C:37]4[CH2:39][N:40]([CH3:2])[CH2:41][CH2:42][C:36]4=[N:35][C:34]=3[NH:43][CH:44]([CH3:45])[CH3:46])[CH2:29][CH2:28]2)=[O:26])[CH:24]=1.[C:12]([OH:13])([C:14]([F:17])([F:16])[F:15])=[O:11]. (3) Given the reactants [CH3:1][C:2]1[CH:7]=[CH:6][N:5]=[C:4]([N:8]2[CH2:24][CH2:23][CH2:22][C:10]3([CH2:14][N:13](C(OC(C)(C)C)=O)[CH2:12][CH2:11]3)[CH2:9]2)[CH:3]=1.[ClH:25], predict the reaction product. The product is: [ClH:25].[ClH:25].[CH3:1][C:2]1[CH:7]=[CH:6][N:5]=[C:4]([N:8]2[CH2:24][CH2:23][CH2:22][C:10]3([CH2:14][NH:13][CH2:12][CH2:11]3)[CH2:9]2)[CH:3]=1. (4) Given the reactants [Cl:1][C:2]1[CH:3]=[C:4]([CH:7]=[C:8]([Cl:19])[C:9]=1[C:10](=[O:18])[C:11]1[CH:16]=[CH:15][C:14]([Cl:17])=[CH:13][CH:12]=1)[CH2:5]O.C1(P([N:34]=[N+:35]=[N-:36])(C2C=CC=CC=2)=O)C=CC=CC=1, predict the reaction product. The product is: [Cl:1][C:2]1[CH:3]=[C:4]([CH:7]=[C:8]([Cl:19])[C:9]=1[C:10](=[O:18])[C:11]1[CH:16]=[CH:15][C:14]([Cl:17])=[CH:13][CH:12]=1)[CH2:5][N:34]=[N+:35]=[N-:36]. (5) Given the reactants Cl[C:2]1[C:7]2=[CH:8][CH:9]=[CH:10][N:6]2[N:5]=[C:4]([C:11]2[CH:16]=[C:15]([Cl:17])[CH:14]=[CH:13][C:12]=2[F:18])[N:3]=1.C(=O)([O-])[O-].[Cs+].[Cs+].[CH:25]1C=CC(P(C2C(C3C(P(C4C=CC=CC=4)C4C=CC=CC=4)=CC=C4C=3C=CC=C4)=C3C(C=CC=C3)=CC=2)C2C=CC=CC=2)=CC=1.[NH2:71][C:72]1[CH:77]=[CH:76][N:75]=[C:74](C)[CH:73]=1, predict the reaction product. The product is: [Cl:17][C:15]1[CH:14]=[CH:13][C:12]([F:18])=[C:11]([C:4]2[N:3]=[C:2]([NH:71][C:72]3[CH:73]=[CH:74][N:75]=[CH:76][C:77]=3[CH3:25])[C:7]3=[CH:8][CH:9]=[CH:10][N:6]3[N:5]=2)[CH:16]=1. (6) Given the reactants [CH3:1][C:2]1[NH:3][C:4]2[C:9]([C:10]=1[C:11]([O:13][CH2:14][C:15]1[CH:20]=[CH:19][CH:18]=[CH:17][CH:16]=1)=[O:12])=[CH:8][C:7]([OH:21])=[CH:6][CH:5]=2.[CH2:22]([O:24][C:25](=[O:30])[C:26](Br)([CH3:28])[CH3:27])[CH3:23].C(=O)([O-])[O-].[K+].[K+].[I-].[K+], predict the reaction product. The product is: [CH2:14]([O:13][C:11]([C:10]1[C:9]2[C:4](=[CH:5][CH:6]=[C:7]([O:21][C:26]([C:25]([O:24][CH2:22][CH3:23])=[O:30])([CH3:28])[CH3:27])[CH:8]=2)[NH:3][C:2]=1[CH3:1])=[O:12])[C:15]1[CH:16]=[CH:17][CH:18]=[CH:19][CH:20]=1. (7) Given the reactants [N:1]1[C:10]2[C:5](=[CH:6][CH:7]=[C:8]([NH:11][C:12]3[CH:17]=[C:16]([C:18]4[CH2:19][CH2:20][NH:21][CH2:22][CH:23]=4)[N:15]=[CH:14][N:13]=3)[CH:9]=2)[CH:4]=[CH:3][CH:2]=1.C=O.[C:26](O[BH-](OC(=O)C)OC(=O)C)(=O)C.[Na+], predict the reaction product. The product is: [CH3:26][N:21]1[CH2:20][CH:19]=[C:18]([C:16]2[N:15]=[CH:14][N:13]=[C:12]([NH:11][C:8]3[CH:9]=[C:10]4[C:5]([CH:4]=[CH:3][CH:2]=[N:1]4)=[CH:6][CH:7]=3)[CH:17]=2)[CH2:23][CH2:22]1. (8) Given the reactants [CH3:1][N:2]1[CH:6]=[CH:5][CH:4]=[CH:3]1.[Cl:7][CH2:8][C:9](Cl)=[O:10], predict the reaction product. The product is: [Cl:7][CH2:8][C:9]([C:3]1[N:2]([CH3:1])[CH:6]=[CH:5][CH:4]=1)=[O:10].